Dataset: Reaction yield outcomes from USPTO patents with 853,638 reactions. Task: Predict the reaction yield, written as a fraction of the theoretical maximum amount of product (1.0 means a 100% yield; for example, 0.34 means a 34% yield). The reactants are [ClH:1].C(N(CC)CCNC(C1C=CC2C(=CC=C(I)C=2)C=1)=O)C.[CH2:23]([N:25]([CH2:47][CH3:48])[CH2:26][CH2:27][NH:28][C:29]([C:31]1[C:44]2[NH:43][C:42]3[C:37](=[CH:38][C:39]([I:45])=[CH:40][CH:41]=3)[C:36](=[O:46])[C:35]=2[CH:34]=[CH:33][CH:32]=1)=[O:30])[CH3:24].[K+].[Br-]. No catalyst specified. The product is [ClH:1].[CH2:47]([N:25]([CH2:23][CH3:24])[CH2:26][CH2:27][NH:28][C:29]([C:31]1[C:44]2[NH:43][C:42]3[C:37](=[CH:38][C:39]([I:45])=[CH:40][CH:41]=3)[C:36](=[O:46])[C:35]=2[CH:34]=[CH:33][CH:32]=1)=[O:30])[CH3:48]. The yield is 0.990.